From a dataset of Catalyst prediction with 721,799 reactions and 888 catalyst types from USPTO. Predict which catalyst facilitates the given reaction. (1) The catalyst class is: 293. Reactant: [C:1]([O:5][C:6](=[O:48])[CH2:7][O:8][CH2:9][CH2:10][O:11][CH2:12][CH2:13][O:14][CH2:15][CH2:16][O:17][CH2:18][CH2:19][O:20][CH2:21][CH2:22][O:23][C:24]1[CH:29]=[CH:28][C:27]([O:30][CH2:31][CH2:32][O:33][CH2:34][CH2:35][O:36][CH2:37][CH2:38][O:39][CH2:40][CH2:41][O:42][CH2:43][CH2:44][N:45]=[N+]=[N-])=[CH:26][CH:25]=1)([CH3:4])([CH3:3])[CH3:2].[H][H]. Product: [C:1]([O:5][C:6](=[O:48])[CH2:7][O:8][CH2:9][CH2:10][O:11][CH2:12][CH2:13][O:14][CH2:15][CH2:16][O:17][CH2:18][CH2:19][O:20][CH2:21][CH2:22][O:23][C:24]1[CH:25]=[CH:26][C:27]([O:30][CH2:31][CH2:32][O:33][CH2:34][CH2:35][O:36][CH2:37][CH2:38][O:39][CH2:40][CH2:41][O:42][CH2:43][CH2:44][NH2:45])=[CH:28][CH:29]=1)([CH3:4])([CH3:2])[CH3:3]. (2) Reactant: [O:1]=[C:2]1[C:6]([CH2:7][CH2:8][CH2:9][CH2:10][CH3:11])=[CH:5][CH2:4][CH:3]1[C:12]([O:14][CH3:15])=[O:13].[C:16](=O)([O-])[O-].[K+].[K+].CI. The catalyst class is: 21. Product: [CH3:16][C:3]1([C:12]([O:14][CH3:15])=[O:13])[CH2:4][CH:5]=[C:6]([CH2:7][CH2:8][CH2:9][CH2:10][CH3:11])[C:2]1=[O:1]. (3) Reactant: CS(O[CH:6]1[CH2:11][CH2:10][N:9]([C:12]2[CH:22]=[CH:21][C:15]([C:16]([O:18][CH2:19][CH3:20])=[O:17])=[CH:14][CH:13]=2)[CH2:8][CH2:7]1)(=O)=O.[N-:23]=[N+:24]=[N-:25].[Na+]. Product: [N:23]([CH:6]1[CH2:11][CH2:10][N:9]([C:12]2[CH:22]=[CH:21][C:15]([C:16]([O:18][CH2:19][CH3:20])=[O:17])=[CH:14][CH:13]=2)[CH2:8][CH2:7]1)=[N+:24]=[N-:25]. The catalyst class is: 163. (4) Reactant: [NH2:1][C@H:2]([CH2:8][CH:9]1[CH2:14][CH2:13][CH2:12][CH2:11][CH2:10]1)[C:3](OCC)=[O:4].[BH4-].[Na+].[BH4-]. Product: [NH2:1][C@H:2]([CH2:8][CH:9]1[CH2:14][CH2:13][CH2:12][CH2:11][CH2:10]1)[CH2:3][OH:4]. The catalyst class is: 8.